Dataset: Catalyst prediction with 721,799 reactions and 888 catalyst types from USPTO. Task: Predict which catalyst facilitates the given reaction. Reactant: [CH3:1][N:2]1[CH2:7][CH2:6][NH:5][CH2:4][CH2:3]1.[Cl:8][C:9]1[CH:10]=[C:11]([C:17]2[CH:21]=[CH:20][N:19]([CH2:22][C@@H:23]([NH:25][C:26]([C:28]3[NH:32][N:31]=[C:30]([C:33]([OH:35])=O)[CH:29]=3)=[O:27])[CH3:24])[N:18]=2)[CH:12]=[CH:13][C:14]=1[C:15]#[N:16].C1C=CC2N(O)N=NC=2C=1.CCN(C(C)C)C(C)C.CCN=C=NCCCN(C)C.Cl. Product: [Cl:8][C:9]1[CH:10]=[C:11]([C:17]2[CH:21]=[CH:20][N:19]([CH2:22][C@@H:23]([NH:25][C:26]([C:28]3[NH:32][N:31]=[C:30]([C:33]([N:5]4[CH2:6][CH2:7][N:2]([CH3:1])[CH2:3][CH2:4]4)=[O:35])[CH:29]=3)=[O:27])[CH3:24])[N:18]=2)[CH:12]=[CH:13][C:14]=1[C:15]#[N:16]. The catalyst class is: 34.